Dataset: TCR-epitope binding with 47,182 pairs between 192 epitopes and 23,139 TCRs. Task: Binary Classification. Given a T-cell receptor sequence (or CDR3 region) and an epitope sequence, predict whether binding occurs between them. (1) The epitope is IVDTVSALV. Result: 1 (the TCR binds to the epitope). The TCR CDR3 sequence is CASTLEGSPLHF. (2) The epitope is FPPTSFGPL. The TCR CDR3 sequence is CASSSTAPDTEAFF. Result: 0 (the TCR does not bind to the epitope). (3) The epitope is LPPIVAKEI. The TCR CDR3 sequence is CASSHTSADEQFF. Result: 0 (the TCR does not bind to the epitope). (4) The epitope is KLSALGINAV. The TCR CDR3 sequence is CASSYTRSYEQYF. Result: 0 (the TCR does not bind to the epitope). (5) The epitope is NLVPMVATV. The TCR CDR3 sequence is CASSSPSGALSGELFF. Result: 1 (the TCR binds to the epitope). (6) The epitope is TPQDLNTML. Result: 0 (the TCR does not bind to the epitope). The TCR CDR3 sequence is CASSQDRRKQFF. (7) The epitope is NLDSKVGGNY. The TCR CDR3 sequence is CASSQETGTGGLGNQPQHF. Result: 0 (the TCR does not bind to the epitope).